From a dataset of Full USPTO retrosynthesis dataset with 1.9M reactions from patents (1976-2016). Predict the reactants needed to synthesize the given product. (1) Given the product [F:30][C:31]1([F:35])[CH2:34][N:33]([C:5]2[CH:6]=[CH:7][C:2]([F:1])=[C:3]([N:9]3[CH:14]=[C:13]([O:15][CH3:16])[C:12](=[O:17])[C:11]([C:18]4[N:22]([C:23]5[CH:28]=[CH:27][CH:26]=[CH:25][CH:24]=5)[N:21]=[CH:20][CH:19]=4)=[N:10]3)[CH:4]=2)[CH2:32]1, predict the reactants needed to synthesize it. The reactants are: [F:1][C:2]1[CH:7]=[CH:6][C:5](I)=[CH:4][C:3]=1[N:9]1[CH:14]=[C:13]([O:15][CH3:16])[C:12](=[O:17])[C:11]([C:18]2[N:22]([C:23]3[CH:28]=[CH:27][CH:26]=[CH:25][CH:24]=3)[N:21]=[CH:20][CH:19]=2)=[N:10]1.Cl.[F:30][C:31]1([F:35])[CH2:34][NH:33][CH2:32]1.CC([O-])(C)C.[Na+].CC1(C)C2C(=C(P(C3C=CC=CC=3)C3C=CC=CC=3)C=CC=2)OC2C(P(C3C=CC=CC=3)C3C=CC=CC=3)=CC=CC1=2. (2) Given the product [Cl:44][C:43]1[CH:42]=[CH:41][CH:40]=[C:39]([Cl:45])[C:38]=1[C:31]1[C:30]([CH2:29][O:1][C:2]2[CH:3]=[C:4]3[C:9](=[CH:10][CH:11]=2)[CH:8]=[C:7]([C:12]2[CH:13]=[C:14]([C:18]([O:20][CH3:21])=[O:19])[CH:15]=[N:16][CH:17]=2)[CH:6]=[CH:5]3)=[C:34]([CH:35]([CH3:37])[CH3:36])[O:33][N:32]=1, predict the reactants needed to synthesize it. The reactants are: [OH:1][C:2]1[CH:3]=[C:4]2[C:9](=[CH:10][CH:11]=1)[CH:8]=[C:7]([C:12]1[CH:13]=[C:14]([C:18]([O:20][CH3:21])=[O:19])[CH:15]=[N:16][CH:17]=1)[CH:6]=[CH:5]2.C(=O)([O-])[O-].[Cs+].[Cs+].Cl[CH2:29][C:30]1[C:31]([C:38]2[C:43]([Cl:44])=[CH:42][CH:41]=[CH:40][C:39]=2[Cl:45])=[N:32][O:33][C:34]=1[CH:35]([CH3:37])[CH3:36].C(OCC)(=O)C. (3) Given the product [F:18][C:19]1[CH:24]=[C:23]([C:2]2[CH:3]=[CH:4][CH:5]=[C:6]([NH:8][CH2:9][C:10]3([C:16]#[N:17])[CH2:15][CH2:14][O:13][CH2:12][CH2:11]3)[N:7]=2)[C:22]([F:28])=[CH:21][N:20]=1, predict the reactants needed to synthesize it. The reactants are: Br[C:2]1[N:7]=[C:6]([NH:8][CH2:9][C:10]2([C:16]#[N:17])[CH2:15][CH2:14][O:13][CH2:12][CH2:11]2)[CH:5]=[CH:4][CH:3]=1.[F:18][C:19]1[CH:24]=[C:23](B(O)O)[C:22]([F:28])=[CH:21][N:20]=1.[O-]P([O-])([O-])=O.[K+].[K+].[K+]. (4) Given the product [CH3:28][O:27][C:24]1[CH:23]=[CH:22][C:21]2[O:34][CH2:19][C:18](=[O:29])[N:17]([CH2:15][CH2:16][CH2:48][N:47]3[CH2:46][CH2:45][NH:42][CH2:53][CH2:52]3)[C:26]=2[CH:25]=1, predict the reactants needed to synthesize it. The reactants are: C(OC(=O)NC1CCN(C[CH:15]([N:17]2[C:26]3[C:21](=[CH:22][CH:23]=[C:24]([O:27][CH3:28])[CH:25]=3)C=[CH:19][C:18]2=[O:29])[CH3:16])CC1)(C)(C)C.FC(F)(F)C(O)=[O:34].NC1CC[N:42]([CH2:45][CH2:46][N:47]2[C:52]3[CH:53]=C(OC)C=CC=3CO[C:48]2=O)CC1. (5) Given the product [C:21]([O:20][C:18](=[O:19])[CH2:17][O:9][C:3]1[CH:4]=[CH:5][C:6]([CH3:8])=[CH:7][C:2]=1[Br:1])([CH3:24])([CH3:23])[CH3:22], predict the reactants needed to synthesize it. The reactants are: [Br:1][C:2]1[CH:7]=[C:6]([CH3:8])[CH:5]=[CH:4][C:3]=1[OH:9].C(=O)([O-])[O-].[K+].[K+].Br[CH2:17][C:18]([O:20][C:21]([CH3:24])([CH3:23])[CH3:22])=[O:19]. (6) Given the product [CH2:23]([O:30][C@:31]1([CH2:79][O:80][CH2:81][O:82][CH3:83])[C@@H:35]([CH2:36][OH:37])[O:34][C@@H:33]([N:61]2[CH:69]=[C:67]([CH3:68])[C:65](=[O:66])[N:64]([CH2:70][O:71][CH2:72][C:73]3[CH:74]=[CH:75][CH:76]=[CH:77][CH:78]=3)[C:62]2=[O:63])[CH2:32]1)[C:24]1[CH:25]=[CH:26][CH:27]=[CH:28][CH:29]=1, predict the reactants needed to synthesize it. The reactants are: C12(CS(O)(=O)=O)C(C)(C)C(CC1)CC2=O.O1CCCC1CO.[CH2:23]([O:30][C@:31]1([CH2:79][O:80][CH2:81][O:82][CH3:83])[C@@H:35]([CH2:36][O:37]C(C2C=CC=CC=2)(C2C=CC(OC)=CC=2)C2C=CC(OC)=CC=2)[O:34][C@@H:33]([N:61]2[CH:69]=[C:67]([CH3:68])[C:65](=[O:66])[N:64]([CH2:70][O:71][CH2:72][C:73]3[CH:78]=[CH:77][CH:76]=[CH:75][CH:74]=3)[C:62]2=[O:63])[CH2:32]1)[C:24]1[CH:29]=[CH:28][CH:27]=[CH:26][CH:25]=1.C(=O)(O)[O-].[Na+].